From a dataset of Catalyst prediction with 721,799 reactions and 888 catalyst types from USPTO. Predict which catalyst facilitates the given reaction. Reactant: [NH2:1][C:2]1[CH:9]=[C:8]([F:10])[C:7]([F:11])=[CH:6][C:3]=1[C:4]#[N:5].Cl[C:13]([O:15][CH2:16][CH3:17])=[O:14].C([O-])(O)=O.[Na+]. Product: [C:4]([C:3]1[CH:6]=[C:7]([F:11])[C:8]([F:10])=[CH:9][C:2]=1[NH:1][C:13](=[O:14])[O:15][CH2:16][CH3:17])#[N:5]. The catalyst class is: 2.